Dataset: Forward reaction prediction with 1.9M reactions from USPTO patents (1976-2016). Task: Predict the product of the given reaction. (1) Given the reactants Br[CH:2]1[CH2:7][CH2:6][CH:5]([CH3:8])[CH2:4][CH2:3]1.[Mg].[C:10]([O:17][CH2:18][CH3:19])(=[O:16])[C:11]([O:13]CC)=O.[NH4+].[Cl-], predict the reaction product. The product is: [CH3:8][CH:5]1[CH2:6][CH2:7][CH:2]([C:11](=[O:13])[C:10]([O:17][CH2:18][CH3:19])=[O:16])[CH2:3][CH2:4]1. (2) Given the reactants CS([C:5]1[S:9][C:8]([C:10]2[CH:11]=[C:12]3[C:17](=[CH:18][CH:19]=2)[CH:16]=[N:15][CH:14]=[CH:13]3)=[N:7][N:6]=1)(=O)=O.CS(C1SC(C2C=C3C(=CC=2)C=NC=C3)=NN=1)=O.[O:38]1[CH:42]=[CH:41][CH:40]=[C:39]1[CH2:43][NH2:44], predict the reaction product. The product is: [O:38]1[CH:42]=[CH:41][CH:40]=[C:39]1[CH2:43][NH:44][C:5]1[S:9][C:8]([C:10]2[CH:11]=[C:12]3[C:17](=[CH:18][CH:19]=2)[CH:16]=[N:15][CH:14]=[CH:13]3)=[N:7][N:6]=1. (3) Given the reactants [C:1]1([C:24]2[CH:29]=[CH:28][CH:27]=[CH:26][CH:25]=2)[CH:6]=[CH:5][C:4]([CH2:7][N:8]2[CH:16]=[C:15]3[C:10]([N:11]([CH2:20][CH:21]([CH3:23])[CH3:22])[C:12](=[O:19])[N:13]([CH3:18])[C:14]3=[O:17])=[N:9]2)=[CH:3][CH:2]=1.[Li+].CC([N-]C(C)C)C.[I:38]I, predict the reaction product. The product is: [C:1]1([C:24]2[CH:25]=[CH:26][CH:27]=[CH:28][CH:29]=2)[CH:2]=[CH:3][C:4]([CH2:7][N:8]2[C:16]([I:38])=[C:15]3[C:10]([N:11]([CH2:20][CH:21]([CH3:23])[CH3:22])[C:12](=[O:19])[N:13]([CH3:18])[C:14]3=[O:17])=[N:9]2)=[CH:5][CH:6]=1. (4) Given the reactants [CH3:1][C:2](C)([C:6]([O-:8])=[O:7])[C:3]([O-:5])=O.[H-].[Na+].[C:12]12[C:18](=[CH:19][CH:20]=[CH:21][CH:22]=1)[NH:17]C(=O)OC2=O.[C:24](Cl)(=O)C(Cl)=O.[Na+].[Cl-:31], predict the reaction product. The product is: [Cl:31][C:1]1[C:19]2[C:18](=[CH:12][CH:22]=[CH:21][CH:20]=2)[NH:17][C:3](=[O:5])[C:2]=1[C:6]([O:8][CH3:24])=[O:7]. (5) Given the reactants [CH3:1][O:2][CH2:3][CH2:4][O:5][C:6]1[N:14]=[C:13]2[C:9]([NH:10][CH:11]=[N:12]2)=[C:8]([NH2:15])[N:7]=1.C([O-])([O-])=O.[K+].[K+].Br[CH2:23][CH2:24][CH2:25][P:26](=[O:33])([O:30][CH2:31][CH3:32])[O:27][CH2:28][CH3:29], predict the reaction product. The product is: [CH2:31]([O:30][P:26]([CH2:25][CH2:24][CH2:23][N:12]1[CH:11]=[N:10][C:9]2[C:13]1=[N:14][C:6]([O:5][CH2:4][CH2:3][O:2][CH3:1])=[N:7][C:8]=2[NH2:15])(=[O:33])[O:27][CH2:28][CH3:29])[CH3:32]. (6) Given the reactants C([Li])CCC.C(NC(C)C)(C)C.[C:13]([C:17]1[CH:18]=[CH:19][C:20]([O:26][CH3:27])=[C:21]([CH2:23][C:24]#[N:25])[CH:22]=1)([CH3:16])([CH3:15])[CH3:14].[Cl:28][CH2:29][CH2:30][CH2:31]I.C[Si](C)(C)[N-][Si](C)(C)C.[Li+].C([N-]C(C)C)(C)C.[Li+].[Cl-].[NH4+], predict the reaction product. The product is: [C:13]([C:17]1[CH:18]=[CH:19][C:20]([O:26][CH3:27])=[C:21]([CH:23]([CH2:31][CH2:30][CH2:29][Cl:28])[C:24]#[N:25])[CH:22]=1)([CH3:16])([CH3:14])[CH3:15]. (7) Given the reactants [F:1][C:2]([F:12])([F:11])[C:3]1[C:7]([CH2:8][CH2:9][OH:10])=[CH:6][NH:5][N:4]=1.C(=O)([O-])[O-].[K+].[K+].Br[CH2:20][C:21]([NH:23][C:24]1[S:28][C:27]2[CH2:29][CH2:30][CH2:31][CH2:32][C:26]=2[C:25]=1[C:33]([NH2:35])=[O:34])=[O:22], predict the reaction product. The product is: [OH:10][CH2:9][CH2:8][C:7]1[C:3]([C:2]([F:1])([F:11])[F:12])=[N:4][N:5]([CH2:20][C:21]([NH:23][C:24]2[S:28][C:27]3[CH2:29][CH2:30][CH2:31][CH2:32][C:26]=3[C:25]=2[C:33]([NH2:35])=[O:34])=[O:22])[CH:6]=1.